This data is from Reaction yield outcomes from USPTO patents with 853,638 reactions. The task is: Predict the reaction yield, written as a fraction of the theoretical maximum amount of product (1.0 means a 100% yield; for example, 0.34 means a 34% yield). (1) The reactants are C[O:2][P:3]([CH:7]=[CH:8][CH:9]1[CH:13]([O:14][Si](CC)(CC)CC)[CH:12]([F:22])[CH:11]([N:23]2[CH:31]=[N:30][C:29]3[C:24]2=[N:25][CH:26]=[N:27][C:28]=3[NH:32][C:33](=[O:40])[C:34]2[CH:39]=[CH:38][CH:37]=[CH:36][CH:35]=2)[O:10]1)(=[O:6])[O:4]C.[N:41]1C(C)=CC=CC=1C.C[Si](Br)(C)C.C(N(CC)CC)C.[F-].[NH4+]. The catalyst is CC#N.CO.CN(C=O)C. The product is [NH4+:23].[NH4+:41].[C:33]([NH:32][C:28]1[N:27]=[CH:26][N:25]=[C:24]2[C:29]=1[N:30]=[CH:31][N:23]2[CH:11]1[O:10][CH:9]([CH:8]=[CH:7][P:3](=[O:2])([O-:4])[O-:6])[CH:13]([OH:14])[CH:12]1[F:22])(=[O:40])[C:34]1[CH:39]=[CH:38][CH:37]=[CH:36][CH:35]=1. The yield is 0.300. (2) The reactants are [CH:1]([C:4]1[NH:5][C:6]2[C:11]([C:12]=1[CH:13]=O)=[CH:10][C:9]([O:15][CH3:16])=[CH:8][CH:7]=2)([CH3:3])[CH3:2].[C:17]([C:20]1[CH:25]=[CH:24][N:23]=[CH:22][CH:21]=1)(=[O:19])[CH3:18].N1CCCCC1. The catalyst is CO. The product is [CH:1]([C:4]1[NH:5][C:6]2[C:11]([C:12]=1/[CH:13]=[CH:18]/[C:17]([C:20]1[CH:25]=[CH:24][N:23]=[CH:22][CH:21]=1)=[O:19])=[CH:10][C:9]([O:15][CH3:16])=[CH:8][CH:7]=2)([CH3:3])[CH3:2]. The yield is 0.660. (3) The reactants are [C:1]([C:5]1[CH:10]=[CH:9][CH:8]=[CH:7][C:6]=1[CH:11]1[CH2:16][CH2:15][N:14]([C:17]([C@H:19]2[CH2:23][C@@H:22]([OH:24])[CH2:21][N:20]2C(OC(C)(C)C)=O)=[O:18])[CH2:13][CH2:12]1)([CH3:4])([CH3:3])[CH3:2].C(O)(C(F)(F)F)=O. The catalyst is C(Cl)Cl. The product is [C:1]([C:5]1[CH:10]=[CH:9][CH:8]=[CH:7][C:6]=1[CH:11]1[CH2:16][CH2:15][N:14]([C:17]([C@H:19]2[CH2:23][C@@H:22]([OH:24])[CH2:21][NH:20]2)=[O:18])[CH2:13][CH2:12]1)([CH3:4])([CH3:2])[CH3:3]. The yield is 0.450. (4) The reactants are [CH3:1][O:2][C:3]1[CH:4]=[C:5]([CH:9]=[CH:10][CH:11]=1)[CH2:6][NH:7][CH3:8].[OH-].[Na+].[Br:14][C:15]1[S:19][C:18]([S:20](Cl)(=[O:22])=[O:21])=[CH:17][CH:16]=1.O. The catalyst is C(Cl)Cl.S([O-])(O)(=O)=O.C([N+](CCCC)(CCCC)CCCC)CCC. The product is [Br:14][C:15]1[S:19][C:18]([S:20]([N:7]([CH2:6][C:5]2[CH:9]=[CH:10][CH:11]=[C:3]([O:2][CH3:1])[CH:4]=2)[CH3:8])(=[O:22])=[O:21])=[CH:17][CH:16]=1. The yield is 0.820. (5) The reactants are [CH3:1][C:2]1[C:6]([CH2:7][N:8]2[CH:12]=[C:11]([N:13]3[C:17](=[O:18])[CH2:16][NH:15][C:14]3=[O:19])[CH:10]=[N:9]2)=[C:5]([CH3:20])[O:4][N:3]=1.Cl.[CH3:22][O:23]C(=O)[C@H](CO)N.C(N(CC)CC)C. The catalyst is C1(C)C=CC=CC=1. The product is [CH3:1][C:2]1[C:6]([CH2:7][N:8]2[CH:12]=[C:11]([N:13]3[C:17](=[O:18])[CH:16]([CH2:22][OH:23])[NH:15][C:14]3=[O:19])[CH:10]=[N:9]2)=[C:5]([CH3:20])[O:4][N:3]=1. The yield is 0.250. (6) The reactants are Cl[C:2]1[CH:7]=[CH:6][N:5]=[C:4]([N:8]2[CH2:19][CH2:18][N:17]3[C:10](=[CH:11][C:12]4[CH2:13][C:14]([CH3:21])([CH3:20])[CH2:15][C:16]=43)[C:9]2=[O:22])[C:3]=1[CH:23]=[O:24].[CH3:25][N:26]1[CH:31]=[C:30](B2OC(C)(C)C(C)(C)O2)[CH:29]=[C:28]([NH:41][C:42]2[CH:51]=[C:45]3[CH2:46][N:47]([CH3:50])[CH2:48][CH2:49][N:44]3[N:43]=2)[C:27]1=[O:52]. The catalyst is C1C=CC(P(C2C=CC=CC=2)[C-]2C=CC=C2)=CC=1.C1C=CC(P(C2C=CC=CC=2)[C-]2C=CC=C2)=CC=1.Cl[Pd]Cl.[Fe+2].CN(C=O)C. The product is [CH3:20][C:14]1([CH3:21])[CH2:13][C:12]2[CH:11]=[C:10]3[N:17]([CH2:18][CH2:19][N:8]([C:4]4[C:3]([CH:23]=[O:24])=[C:2]([C:30]5[CH:29]=[C:28]([NH:41][C:42]6[CH:51]=[C:45]7[CH2:46][N:47]([CH3:50])[CH2:48][CH2:49][N:44]7[N:43]=6)[C:27](=[O:52])[N:26]([CH3:25])[CH:31]=5)[CH:7]=[CH:6][N:5]=4)[C:9]3=[O:22])[C:16]=2[CH2:15]1. The yield is 0.746. (7) The reactants are [CH3:1][C:2]1[CH:7]=[CH:6][C:5]([CH:8]([C:10]2[CH:15]=[CH:14][C:13]([CH3:16])=[CH:12][CH:11]=2)O)=[CH:4][CH:3]=1.[NH:17]1[CH2:21][CH2:20][CH2:19][CH2:18]1.C(=O)([O-])O.[Na+]. The catalyst is S(Cl)(Cl)=O.C(#N)C.CO. The product is [CH3:1][C:2]1[CH:7]=[CH:6][C:5]([CH:8]([C:10]2[CH:15]=[CH:14][C:13]([CH3:16])=[CH:12][CH:11]=2)[N:17]2[CH2:21][CH2:20][CH2:19][CH2:18]2)=[CH:4][CH:3]=1. The yield is 0.840. (8) The reactants are Cl[C:2]1[C:11]2[C:6](=[CH:7][C:8]([O:14][CH3:15])=[C:9]([O:12][CH3:13])[CH:10]=2)[N:5]=[CH:4][N:3]=1.[F:16][C:17]1[CH:22]=[C:21]([N+:23]([O-:25])=[O:24])[CH:20]=[CH:19][C:18]=1[NH2:26].Cl. The catalyst is C(C#N)(C)=O. The product is [CH3:13][O:12][C:9]1[CH:10]=[C:11]2[C:6](=[CH:7][C:8]=1[O:14][CH3:15])[N:5]=[CH:4][N:3]=[C:2]2[NH:26][C:18]1[CH:19]=[CH:20][C:21]([N+:23]([O-:25])=[O:24])=[CH:22][C:17]=1[F:16]. The yield is 0.800.